This data is from Experimentally validated miRNA-target interactions with 360,000+ pairs, plus equal number of negative samples. The task is: Binary Classification. Given a miRNA mature sequence and a target amino acid sequence, predict their likelihood of interaction. (1) The miRNA is hsa-miR-505-3p with sequence CGUCAACACUUGCUGGUUUCCU. The protein sequence of the target gene is MADKMDMSLDDIIKLNRSQRGGRGGGRGRGRAGSQGGRGGGAQAAARVNRGGGPIRNRPAIARGAAGGGGRNRPAPYSRPKQLPDKWQHDLFDSGFGGGAGVETGGKLLVSNLDFGVSDADIQELFAEFGTLKKAAVHYDRSGRSLGTADVHFERKADALKAMKQYNGVPLDGRPMNIQLVTSQIDAQRRPAQSVNRGGMTRNRGAGGFGGGGGTRRGTRGGARGRGRGAGRNSKQQLSAEELDAQLDAYNARMDTS. Result: 1 (interaction). (2) The miRNA is mmu-miR-666-5p with sequence AGCGGGCACAGCUGUGAGAGCC. The protein sequence of the target gene is MSLSLLFLIFCSHLIHSAWAHGEKRLTPEGQPAPPRNPGDSSGSRGRSSATFSSSSASSPVAASPGSQGSGSEHSSFQWSPSGRRTGSLYCRVGIGFHLQIYPDGKVNGSHEASVLSILEIFAVSQGIVGIRGVFSNKFLAMSKKGKLHASAKFTDDCKFRERFQENSYNTYASAIHRTEKTGREWYVALNKRGKAKRGCSPRVKPQHVSTHFLPRFKQSEQPELSFTVTVPEKKKPPVKPKVPLSQPRRSPSPVKYRLKFRFG. Result: 0 (no interaction). (3) The miRNA is hsa-miR-373-5p with sequence ACUCAAAAUGGGGGCGCUUUCC. The protein sequence of the target gene is MAEVPPGPSSLLPPPAPPAPAAVEPRCPFPAGAALACCSEDEEDDEEHEGGGSRSPAGGESATVAAKGHPCLRCPQPPQEQQQLNGLISPELRHLRAAASLKSKVLSVAEVAATTATPDGGPRATATKGAGVHSGERPPHSLSSNARTAVPSPVEAAAASDPAAARNGLAEGTEQEEEEEDEQVRLLSSSLTADCSLRSPSGREVEPGEDRTIRYVRYESELQMPDIMRLITKDLSEPYSIYTYRYFIHNWPQLCFLAMVGEECVGAIVCKLDMHKKMFRRGYIAMLAVDSKYRRNGIGT.... Result: 1 (interaction). (4) The miRNA is mmu-miR-302a-3p with sequence UAAGUGCUUCCAUGUUUUGGUGA. The protein sequence of the target gene is MKSHHQSHSSTSSKAHDSASCSQSQGGFSQPQGTPSQLHELSQYQGSSSSSTGTVPSSSQSSHSSSGTLSSLETVSTQELCSIPEDQEPEEPGPAPWARLWALQDGFSNLDCVNDNYWFGRDKSCEYCFDGPLLRRTDKYRTYSKKHFRIFREMGPKNCYIVYIEDHSGNGTFVNTELIGKGKRCPLSNNSEIALSLCRNKVFVFFDLTVDDQSVYPKELRDEYIMSKTLGSGACGEVKMAFERKTCQKVAIKIISKRRFALGSSREADTAPSVETEIEILKKLNHPCIIKIKDVFDAED.... Result: 1 (interaction). (5) The miRNA is hsa-miR-4781-3p with sequence AAUGUUGGAAUCCUCGCUAGAG. The protein sequence of the target gene is MAAAALRRFWSRRRAEAGDAVVAKPGVWARLGSWARALLRDYAEACRDASAEARARPGRAAVYVGLLGGAAACFTLAPSEGAFEEALLEASGTLLLLAPATRNRESEAFVQRLLWLRGRGRLRYVNLGLCSLVYEAPFDAQASLYQARCRYLQPRWTDFPGRVLDVGFVGRWWVLGAWMRDCDINDDEFLHLPAHLRVVGPQQLHSETNERLFDEKYKPVVLTDDQVDQALWEEQVLQKEKKDRLALSQAHSLVQAEAPR. Result: 1 (interaction). (6) The miRNA is hsa-miR-4433b-5p with sequence AUGUCCCACCCCCACUCCUGU. The protein sequence of the target gene is MKDPSRSSTSPSIINDDVIINGHSHEEDNPFAEYMWMENEEEFNRQIEEELWEEEFIERCFQEMLEEEEEHEWFIPARDLPQTMDQIQDQFNDLVISDGSSLEDLVVKSNLNPNAKEFVPGVKY. Result: 0 (no interaction).